From a dataset of Forward reaction prediction with 1.9M reactions from USPTO patents (1976-2016). Predict the product of the given reaction. The product is: [CH2:14]([N:13]1[C:9]([NH:8][C:6](=[O:7])[C@H:5]([OH:4])[CH2:22][C:23]2[CH:28]=[CH:27][CH:26]=[CH:25][CH:24]=2)=[CH:10][C:11]([C:16]2[CH:21]=[CH:20][N:19]=[CH:18][CH:17]=2)=[N:12]1)[CH3:15]. Given the reactants C([O:4][C@H:5]([CH2:22][C:23]1[CH:28]=[CH:27][CH:26]=[CH:25][CH:24]=1)[C:6]([NH:8][C:9]1[N:13]([CH2:14][CH3:15])[N:12]=[C:11]([C:16]2[CH:21]=[CH:20][N:19]=[CH:18][CH:17]=2)[CH:10]=1)=[O:7])(=O)C.C([O-])([O-])=O.[K+].[K+], predict the reaction product.